This data is from Full USPTO retrosynthesis dataset with 1.9M reactions from patents (1976-2016). The task is: Predict the reactants needed to synthesize the given product. (1) Given the product [CH3:18][C:13]1([CH3:3])[CH2:11][CH2:10][C:9]2[C:30](=[CH:5][CH:6]=[CH:7][CH:8]=2)[CH:29]1[O:28][C:25](=[O:27])[CH3:26], predict the reactants needed to synthesize it. The reactants are: [H-].[Na+].[CH2:3]1[CH2:13][C:11](=O)[C:10]2[C:5](=[CH:6][CH:7]=[CH:8][CH:9]=2)C1.IC.[BH4-].[Na+].[CH2:18](N(CC)CC)C.[C:25]([O:28][C:29](=O)[CH3:30])(=[O:27])[CH3:26]. (2) Given the product [CH2:1]([O:8][C:9]1[CH:46]=[CH:45][C:12]([C:13]([O:15][C:16]2[CH:21]=[CH:20][C:19]([CH2:22][CH:23]([NH:31][C:32](=[O:42])[C:33]3[CH:38]=[CH:37][C:36]([NH2:39])=[CH:35][CH:34]=3)[C:24]([O:26][C:27]([CH3:28])([CH3:30])[CH3:29])=[O:25])=[CH:18][C:17]=2[O:43][CH3:44])=[O:14])=[CH:11][CH:10]=1)[CH2:2][CH2:3][CH2:4][CH2:5][CH2:6][CH3:7], predict the reactants needed to synthesize it. The reactants are: [CH2:1]([O:8][C:9]1[CH:46]=[CH:45][C:12]([C:13]([O:15][C:16]2[CH:21]=[CH:20][C:19]([CH2:22][CH:23]([NH:31][C:32](=[O:42])[C:33]3[CH:38]=[CH:37][C:36]([N+:39]([O-])=O)=[CH:35][CH:34]=3)[C:24]([O:26][C:27]([CH3:30])([CH3:29])[CH3:28])=[O:25])=[CH:18][C:17]=2[O:43][CH3:44])=[O:14])=[CH:11][CH:10]=1)[CH2:2][CH2:3][CH2:4][CH2:5][CH2:6][CH3:7]. (3) Given the product [C:14]([Si:1]([O:18][C@@H:19]1[CH2:20][C@H:21]([O:27][Si:34]([CH2:39][CH3:40])([CH2:37][CH3:38])[CH2:35][CH3:36])[CH2:22][C@@H:23]2[C@@:25]1([CH3:26])[O:24]2)([C:8]1[CH:9]=[CH:10][CH:11]=[CH:12][CH:13]=1)[C:2]1[CH:3]=[CH:4][CH:5]=[CH:6][CH:7]=1)([CH3:15])([CH3:16])[CH3:17], predict the reactants needed to synthesize it. The reactants are: [Si:1]([O:18][C@H:19]1[C@@:25]2([CH3:26])[C@H:23]([O:24]2)[CH2:22][C@@H:21]([OH:27])[CH2:20]1)([C:14]([CH3:17])([CH3:16])[CH3:15])([C:8]1[CH:13]=[CH:12][CH:11]=[CH:10][CH:9]=1)[C:2]1[CH:7]=[CH:6][CH:5]=[CH:4][CH:3]=1.N1C=CN=C1.Cl[Si:34]([CH2:39][CH3:40])([CH2:37][CH3:38])[CH2:35][CH3:36]. (4) Given the product [CH2:16]([O:15][C:11]1[CH:12]=[CH:13][C:8]2[N:7]3[C@H:23]([CH:24]([C:47]([CH3:48])([CH3:59])[CH:52]([CH3:53])[CH3:51])[O:25][SiH:26]([CH3:33])[CH3:34])[CH2:35][NH:36][C:4](=[O:5])[C:6]3=[CH:14][C:9]=2[CH:10]=1)[C:17]1[CH:22]=[CH:21][CH:20]=[CH:19][CH:18]=1, predict the reactants needed to synthesize it. The reactants are: C(O[C:4]([C:6]1[N:7]([C@@H:23]([CH2:35][NH:36]C(OC(C)(C)C)=O)[CH2:24][O:25][Si:26]([CH3:34])([CH3:33])C(C)(C)C(C)C)[C:8]2[C:13]([CH:14]=1)=[CH:12][C:11]([O:15][CH2:16][C:17]1[CH:22]=[CH:21][CH:20]=[CH:19][CH:18]=1)=[CH:10][CH:9]=2)=[O:5])C.N1[CH:48]=[CH:47]N=C1.C[Si](Cl)(C)[CH2:51][CH2:52][CH2:53]CCC.[CH3:59]N(C)C=O.